This data is from Full USPTO retrosynthesis dataset with 1.9M reactions from patents (1976-2016). The task is: Predict the reactants needed to synthesize the given product. (1) Given the product [CH2:3]1[C:2]2([CH2:9][O:10][C:21]3([O:20][CH2:18][C:11]4([CH2:16][CH2:15][CH:14]=[CH:13][CH2:12]4)[CH2:17][O:22]3)[O:8][CH2:7]2)[CH2:1][CH2:6][CH:5]=[CH:4]1, predict the reactants needed to synthesize it. The reactants are: [CH:1]1[C:2]([CH2:9][OH:10])([CH2:7][OH:8])[CH2:3][CH2:4][CH2:5][CH:6]=1.[C:11]1([CH3:17])[CH:16]=[CH:15][CH:14]=[CH:13][CH:12]=1.[CH2:18]([O:20][C:21](OCC)(OCC)[O:22]CC)C. (2) Given the product [Cl:74][C:71]1[CH:70]=[CH:69][C:68]([C@@H:64]([C@H:58]2[N:57]([C:55]([O:54][C:50]([CH3:53])([CH3:52])[CH3:51])=[O:56])[C:61]([CH3:63])([CH3:62])[CH2:60][CH2:59]2)[C:65]([N:47]2[CH2:48][CH2:49][CH:44]([C:42]3[C:43]4[C@H:35]([CH3:34])[CH2:36][CH2:37][C:38]=4[N:39]=[CH:40][N:41]=3)[CH2:45][CH2:46]2)=[O:66])=[CH:73][CH:72]=1, predict the reactants needed to synthesize it. The reactants are: CCN(C(C)C)C(C)C.F[P-](F)(F)(F)(F)F.N1(OC(N(C)C)=[N+](C)C)C2C=CC=CC=2N=N1.[CH3:34][C@H:35]1[C:43]2[C:42]([CH:44]3[CH2:49][CH2:48][NH:47][CH2:46][CH2:45]3)=[N:41][CH:40]=[N:39][C:38]=2[CH2:37][CH2:36]1.[C:50]([O:54][C:55]([N:57]1[C:61]([CH3:63])([CH3:62])[CH2:60][CH2:59][C@H:58]1[C@H:64]([C:68]1[CH:73]=[CH:72][C:71]([Cl:74])=[CH:70][CH:69]=1)[C:65](O)=[O:66])=[O:56])([CH3:53])([CH3:52])[CH3:51]. (3) Given the product [NH2:13][C:9]1[CH:8]=[C:7]2[C:12](=[CH:11][CH:10]=1)[N:3]([CH2:1][CH3:2])[C:4](=[O:22])[N:5]([CH2:17][CH2:18][CH2:19][O:20][CH3:21])[C:6]2=[O:16], predict the reactants needed to synthesize it. The reactants are: [CH2:1]([N:3]1[C:12]2[C:7](=[CH:8][C:9]([N+:13]([O-])=O)=[CH:10][CH:11]=2)[C:6](=[O:16])[N:5]([CH2:17][CH2:18][CH2:19][O:20][CH3:21])[C:4]1=[O:22])[CH3:2].[H][H]. (4) Given the product [CH3:1][C:2]1[C:3]([CH2:10][C:11]2[CH:12]=[CH:13][C:14]([F:19])=[C:15]([CH:18]=2)[C:16]([OH:23])=[O:20])=[N:4][NH:5][C:6](=[O:9])[C:7]=1[CH3:8], predict the reactants needed to synthesize it. The reactants are: [CH3:1][C:2]1[C:3]([CH2:10][C:11]2[CH:12]=[CH:13][C:14]([F:19])=[C:15]([CH:18]=2)[C:16]#N)=[N:4][NH:5][C:6](=[O:9])[C:7]=1[CH3:8].[OH-:20].[Na+].Cl.[OH2:23].